Task: Predict the reaction yield, written as a fraction of the theoretical maximum amount of product (1.0 means a 100% yield; for example, 0.34 means a 34% yield).. Dataset: Reaction yield outcomes from USPTO patents with 853,638 reactions (1) The reactants are [Br:1][C:2]1[CH:3]=[C:4](Cl)[C:5]2[C:6]([CH:10]=1)=[N:7][O:8][N:9]=2.[CH2:12]1[C:20]2[C:15](=[CH:16][CH:17]=[CH:18][CH:19]=2)[CH2:14][NH:13]1.C(N(CC)CC)C. The catalyst is CN1C(=O)CCC1.CCOC(C)=O. The product is [Br:1][C:2]1[CH:3]=[C:4]([N:13]2[CH2:14][C:15]3[C:20](=[CH:19][CH:18]=[CH:17][CH:16]=3)[CH2:12]2)[C:5]2[C:6]([CH:10]=1)=[N:7][O:8][N:9]=2. The yield is 0.410. (2) The reactants are [CH2:1]([S:4]([NH2:7])(=[O:6])=[O:5])[CH2:2][CH3:3].[H-].[Na+].[NH2:10][C:11]1[C:18]([Cl:19])=[CH:17][CH:16]=[C:15](F)[C:12]=1[C:13]#[N:14]. The catalyst is CN1C(=O)CCC1.[OH-].[Na+]. The product is [NH2:10][C:11]1[C:12]([C:13]#[N:14])=[C:15]([NH:7][S:4]([CH2:1][CH2:2][CH3:3])(=[O:6])=[O:5])[CH:16]=[CH:17][C:18]=1[Cl:19]. The yield is 0.361.